This data is from Reaction yield outcomes from USPTO patents with 853,638 reactions. The task is: Predict the reaction yield, written as a fraction of the theoretical maximum amount of product (1.0 means a 100% yield; for example, 0.34 means a 34% yield). (1) The reactants are [CH3:1][O:2][C:3]([C:5]1[S:6][C:7]([CH:28]2[CH2:37][CH2:36][C:31]3(OCC[O:32]3)[CH2:30][CH2:29]2)=[CH:8][C:9]=1[N:10]([C@H:20]1[CH2:25][CH2:24][C@H:23]([O:26][CH3:27])[CH2:22][CH2:21]1)[C:11]([C@H:13]1[CH2:18][CH2:17][C@H:16]([CH3:19])[CH2:15][CH2:14]1)=[O:12])=[O:4].Cl. The catalyst is C1COCC1. The product is [CH3:1][O:2][C:3]([C:5]1[S:6][C:7]([CH:28]2[CH2:29][CH2:30][C:31](=[O:32])[CH2:36][CH2:37]2)=[CH:8][C:9]=1[N:10]([C@H:20]1[CH2:25][CH2:24][C@H:23]([O:26][CH3:27])[CH2:22][CH2:21]1)[C:11]([C@H:13]1[CH2:18][CH2:17][C@H:16]([CH3:19])[CH2:15][CH2:14]1)=[O:12])=[O:4]. The yield is 0.850. (2) The reactants are [Cl:1][C:2]1[CH:3]=[C:4]([CH2:10][OH:11])[CH:5]=[CH:6][C:7]=1SC.[C:12](=O)(O)[O-].[Na+].CC(C)=O.O[O:22][S:23]([O-:25])=O.[K+]. The catalyst is [OH-].[Na+].C(N(CC(O)=O)CC(O)=O)CN(CC(O)=O)CC(O)=O. The product is [Cl:1][C:2]1[CH:3]=[C:4]([CH2:10][OH:11])[CH:5]=[CH:6][C:7]=1[S:23]([CH3:12])(=[O:25])=[O:22]. The yield is 0.880. (3) The reactants are [C:1]1([N:7]2[C:17]3[C:12](=[CH:13][CH:14]=[CH:15][CH:16]=3)[C:10](=O)[C:8]2=[O:9])[CH:6]=[CH:5][CH:4]=[CH:3][CH:2]=1.[NH2:18][C:19]1[CH:20]=[CH:21][C:22]([Cl:25])=[N:23][CH:24]=1. No catalyst specified. The product is [Cl:25][C:22]1[N:23]=[CH:24][C:19]([N:18]=[C:10]2[C:12]3[C:17](=[CH:16][CH:15]=[CH:14][CH:13]=3)[N:7]([C:1]3[CH:6]=[CH:5][CH:4]=[CH:3][CH:2]=3)[C:8]2=[O:9])=[CH:20][CH:21]=1. The yield is 0.590. (4) The reactants are [F:1][C:2]([F:23])([F:22])[C:3]1[CH:21]=[CH:20][C:6]([CH2:7][NH:8][CH2:9][C:10]2[CH:15]=[CH:14][C:13]([C:16]([F:19])([F:18])[F:17])=[CH:12][CH:11]=2)=[CH:5][CH:4]=1.[CH2:24]([O:26][C@H:27]([C:40]([O:42][CH2:43][CH3:44])=[O:41])[CH2:28][C:29]1[CH:39]=[CH:38][C:32]([O:33][CH2:34][C:35](O)=[O:36])=[CH:31][CH:30]=1)[CH3:25].C(N(CC)C(C)C)(C)C.F[B-](F)(F)F.N1(OC(N(C)C)=[N+](C)C)C2C=CC=CC=2N=N1. The yield is 0.740. The product is [F:1][C:2]([F:22])([F:23])[C:3]1[CH:4]=[CH:5][C:6]([CH2:7][N:8]([CH2:9][C:10]2[CH:11]=[CH:12][C:13]([C:16]([F:17])([F:18])[F:19])=[CH:14][CH:15]=2)[C:35](=[O:36])[CH2:34][O:33][C:32]2[CH:31]=[CH:30][C:29]([CH2:28][C@H:27]([O:26][CH2:24][CH3:25])[C:40]([O:42][CH2:43][CH3:44])=[O:41])=[CH:39][CH:38]=2)=[CH:20][CH:21]=1. The catalyst is C(Cl)Cl. (5) The reactants are C[Al](C)C.C1(C)C=CC=CC=1.[NH2:12][C:13]([C:28]1[CH:33]=[C:32]([Br:34])[CH:31]=[CH:30][C:29]=1[F:35])([CH:25]([F:27])[F:26])[CH2:14][N:15]1[CH:19]=[CH:18][N:17]=[C:16]1[C:20](OCC)=[O:21]. The catalyst is C1COCC1.C([O-])([O-])=O.[Na+].[Na+]. The product is [Br:34][C:32]1[CH:31]=[CH:30][C:29]([F:35])=[C:28]([C:13]2([CH:25]([F:27])[F:26])[CH2:14][N:15]3[CH:19]=[CH:18][N:17]=[C:16]3[C:20](=[O:21])[NH:12]2)[CH:33]=1. The yield is 0.870. (6) The reactants are [OH:1][CH2:2][CH2:3][CH2:4][NH:5][C:6]1[C:15]([N+:16]([O-])=O)=[CH:14][CH:13]=[CH:12][C:7]=1[C:8]([O:10][CH3:11])=[O:9]. The catalyst is O1CCCC1.[Pd]. The product is [NH2:16][C:15]1[C:6]([NH:5][CH2:4][CH2:3][CH2:2][OH:1])=[C:7]([CH:12]=[CH:13][CH:14]=1)[C:8]([O:10][CH3:11])=[O:9]. The yield is 0.780.